From a dataset of Full USPTO retrosynthesis dataset with 1.9M reactions from patents (1976-2016). Predict the reactants needed to synthesize the given product. (1) Given the product [F:17][C:4]1[CH:3]=[C:2]([CH3:18])[C:10]2[N:9]3[C@H:11]([CH3:16])[CH2:12][NH:13][C:14](=[O:15])[C:8]3=[CH:7][C:6]=2[CH:5]=1, predict the reactants needed to synthesize it. The reactants are: Br[C:2]1[C:10]2[N:9]3[C@H:11]([CH3:16])[CH2:12][NH:13][C:14](=[O:15])[C:8]3=[CH:7][C:6]=2[CH:5]=[C:4]([F:17])[CH:3]=1.[C:18](=O)([O-])[O-].[K+].[K+].CB1OB(C)OB(C)O1. (2) Given the product [Cl:2][C:3]1[CH:4]=[C:5]([CH:10]2[CH:16]([CH2:17][OH:18])[O:15][CH2:14][CH2:13][N:12]([C:19]([O:21][C:22]([CH3:25])([CH3:24])[CH3:23])=[O:20])[CH2:11]2)[CH:6]=[CH:7][C:8]=1[Cl:9], predict the reactants needed to synthesize it. The reactants are: Cl.[Cl:2][C:3]1[CH:4]=[C:5]([CH:10]2[CH:16]([CH2:17][OH:18])[O:15][CH2:14][CH2:13][NH:12][CH2:11]2)[CH:6]=[CH:7][C:8]=1[Cl:9].[C:19](O[C:19]([O:21][C:22]([CH3:25])([CH3:24])[CH3:23])=[O:20])([O:21][C:22]([CH3:25])([CH3:24])[CH3:23])=[O:20].C(N(CC)CC)C. (3) Given the product [CH2:37]([O:1][CH2:2][C:3]1([C:6]2[N:24]=[C:9]3[C:10]([O:22][CH3:23])=[CH:11][CH:12]=[C:13]([C:14]4[CH:15]=[N:16][CH:17]=[C:18]([CH:21]=4)[C:19]#[N:20])[N:8]3[N:7]=2)[CH2:4][CH2:5]1)[CH:36]([CH3:38])[CH3:25], predict the reactants needed to synthesize it. The reactants are: [OH:1][CH2:2][C:3]1([C:6]2[N:24]=[C:9]3[C:10]([O:22][CH3:23])=[CH:11][CH:12]=[C:13]([C:14]4[CH:15]=[N:16][CH:17]=[C:18]([CH:21]=4)[C:19]#[N:20])[N:8]3[N:7]=2)[CH2:5][CH2:4]1.[CH3:25]S(Cl)(=O)=O.CCN([CH:36]([CH3:38])[CH3:37])C(C)C. (4) Given the product [F:24][C:21]1[CH:22]=[CH:23][C:18]([C:13]2[C:12]([CH2:11][CH2:10][C:8]3[S:9][C:5]([C:3]([OH:4])=[O:2])=[CH:6][N:7]=3)=[C:16]([CH3:17])[O:15][N:14]=2)=[N:19][CH:20]=1, predict the reactants needed to synthesize it. The reactants are: C[O:2][C:3]([C:5]1[S:9][C:8]([CH2:10][CH2:11][C:12]2[C:13]([C:18]3[CH:23]=[CH:22][C:21]([F:24])=[CH:20][N:19]=3)=[N:14][O:15][C:16]=2[CH3:17])=[N:7][CH:6]=1)=[O:4].O.[OH-].[Li+].